From a dataset of Forward reaction prediction with 1.9M reactions from USPTO patents (1976-2016). Predict the product of the given reaction. (1) Given the reactants B(O)O.Br[C:5]1[N:10]=[C:9]([CH:11]=[O:12])[C:8]([F:13])=[CH:7][CH:6]=1.[O:14]1[CH:18]=[CH:17][CH:16]=[C:15]1B(O)O, predict the reaction product. The product is: [F:13][C:8]1[C:9]([CH:11]=[O:12])=[N:10][C:5]([C:15]2[O:14][CH:18]=[CH:17][CH:16]=2)=[CH:6][CH:7]=1. (2) Given the reactants [C:9](O[C:9]([O:11][C:12]([CH3:15])([CH3:14])[CH3:13])=[O:10])([O:11][C:12]([CH3:15])([CH3:14])[CH3:13])=[O:10].[Br:16][C:17]1[CH:30]=[CH:29][CH:28]=[C:27]2[C:18]=1[S:19][C:20]1[CH:21]=[CH:22][C:23]([NH2:31])=[CH:24][C:25]=1[CH2:26]2, predict the reaction product. The product is: [C:12]([O:11][C:9](=[O:10])[NH:31][C:23]1[CH:22]=[CH:21][C:20]2[S:19][C:18]3[C:27](=[CH:28][CH:29]=[CH:30][C:17]=3[Br:16])[CH2:26][C:25]=2[CH:24]=1)([CH3:13])([CH3:14])[CH3:15]. (3) Given the reactants [H-].[Na+].[CH2:3]([O:17][CH2:18][C@H:19]([O:22][CH2:23][CH2:24][CH2:25][CH2:26][CH2:27][CH2:28][CH2:29][CH2:30][CH2:31][CH2:32][CH2:33][CH2:34][CH2:35][CH3:36])[CH2:20][OH:21])[CH2:4][CH2:5][CH2:6][CH2:7][CH2:8][CH2:9][CH2:10][CH2:11][CH2:12][CH2:13][CH2:14][CH2:15][CH3:16].Br[CH2:38][CH2:39][O:40][CH:41]1[CH2:46][CH2:45][CH2:44][CH2:43][O:42]1, predict the reaction product. The product is: [CH2:23]([O:22][CH:19]([CH2:18][O:17][CH2:3][CH2:4][CH2:5][CH2:6][CH2:7][CH2:8][CH2:9][CH2:10][CH2:11][CH2:12][CH2:13][CH2:14][CH2:15][CH3:16])[CH2:20][O:21][CH2:38][CH2:39][O:40][CH:41]1[CH2:46][CH2:45][CH2:44][CH2:43][O:42]1)[CH2:24][CH2:25][CH2:26][CH2:27][CH2:28][CH2:29][CH2:30][CH2:31][CH2:32][CH2:33][CH2:34][CH2:35][CH3:36]. (4) Given the reactants [NH2:1][NH:2][C:3]([NH2:5])=[S:4].C(O)(=O)C.[C:10]([NH:13][C:14]1[CH:21]=[CH:20][C:17]([CH:18]=O)=[C:16]([F:22])[CH:15]=1)(=[O:12])[CH3:11], predict the reaction product. The product is: [C:10]([NH:13][C:14]1[CH:21]=[CH:20][C:17]([CH:18]=[N:1][NH:2][C:3]([NH2:5])=[S:4])=[C:16]([F:22])[CH:15]=1)(=[O:12])[CH3:11]. (5) Given the reactants [F:8][C:7]([F:10])([F:9])[C:6](O[C:6](=[O:11])[C:7]([F:10])([F:9])[F:8])=[O:11].Cl.[N+:15]([C:18]1[CH:19]=[C:20]2[C:24](=[CH:25][CH:26]=1)[CH2:23][CH:22]([NH2:27])[CH2:21]2)([O-:17])=[O:16].C(N(CC)CC)C, predict the reaction product. The product is: [F:10][C:7]([F:8])([F:9])[C:6]([NH:27][CH:22]1[CH2:21][C:20]2[C:24](=[CH:25][CH:26]=[C:18]([N+:15]([O-:17])=[O:16])[CH:19]=2)[CH2:23]1)=[O:11]. (6) Given the reactants [Cl:1][C:2]1[C:10]2[CH:9]=[C:8]([C:11]([O:13]C)=[O:12])[S:7][C:6]=2[CH:5]=[CH:4][CH:3]=1.[OH-].[Na+].Cl, predict the reaction product. The product is: [Cl:1][C:2]1[C:10]2[CH:9]=[C:8]([C:11]([OH:13])=[O:12])[S:7][C:6]=2[CH:5]=[CH:4][CH:3]=1. (7) Given the reactants Br[C:2]1[CH:3]=[CH:4][C:5]([N:10]2[CH:14]=[C:13]([CH3:15])[N:12]=[CH:11]2)=[C:6]([CH:9]=1)[C:7]#[N:8].[Cl:16][C:17]1[CH:29]=[C:28]([Cl:30])[CH:27]=[CH:26][C:18]=1[CH2:19][N:20]1[CH:24]=[CH:23][C:22]([NH2:25])=[N:21]1, predict the reaction product. The product is: [Cl:16][C:17]1[CH:29]=[C:28]([Cl:30])[CH:27]=[CH:26][C:18]=1[CH2:19][N:20]1[CH:24]=[CH:23][C:22]([NH:25][C:2]2[CH:3]=[CH:4][C:5]([N:10]3[CH:14]=[C:13]([CH3:15])[N:12]=[CH:11]3)=[C:6]([CH:9]=2)[C:7]#[N:8])=[N:21]1.